Predict which catalyst facilitates the given reaction. From a dataset of Catalyst prediction with 721,799 reactions and 888 catalyst types from USPTO. (1) Reactant: [F:1][C:2]1[CH:7]=[C:6]([N+:8]([O-:10])=[O:9])[CH:5]=[CH:4][C:3]=1[CH2:11][NH2:12].[CH3:13][S:14](Cl)(=[O:16])=[O:15]. Product: [F:1][C:2]1[CH:7]=[C:6]([N+:8]([O-:10])=[O:9])[CH:5]=[CH:4][C:3]=1[CH2:11][NH:12][S:14]([CH3:13])(=[O:16])=[O:15]. The catalyst class is: 529. (2) Reactant: [C:1]([C:5]1O[N:8]=[C:7]([NH:10][C:11]([NH:13][C:14]2[CH:19]=[CH:18][C:17](SC3C=CN=CC=3)=[CH:16][CH:15]=2)=[O:12])[CH:6]=1)([CH3:4])([CH3:3])[CH3:2].[C:27]([C:31]1[O:35]N=[C:33]([N:36]=[C:37]=O)[CH:32]=1)(C)(C)C.[N:39]1C=CC(SC2C=CC(N)=CC=2)=CC=1.N1C=CC=CC=1. Product: [C:1]([C:5]1[CH:6]=[C:7]([NH:10][C:11]([NH:13][C:14]2[CH:15]=[CH:16][C:17]([O:35][C:31]3[CH:27]=[CH:37][N:36]=[CH:33][CH:32]=3)=[CH:18][CH:19]=2)=[O:12])[NH:8][N:39]=1)([CH3:2])([CH3:3])[CH3:4]. The catalyst class is: 25. (3) The catalyst class is: 39. Product: [C:28]1(=[O:33])[N:27]([O:10][C:9](=[O:11])[CH2:8][C:5]2[CH:4]=[CH:3][C:2]([OH:1])=[CH:7][CH:6]=2)[C:31](=[O:32])[CH2:30][CH2:29]1. Reactant: [OH:1][C:2]1[CH:7]=[CH:6][C:5]([CH2:8][C:9]([OH:11])=[O:10])=[CH:4][CH:3]=1.C1C=CC2N(O)N=NC=2C=1.C(Cl)CCl.O[N:27]1[C:31](=[O:32])[CH2:30][CH2:29][C:28]1=[O:33]. (4) The catalyst class is: 91. Product: [C:1]([O:5][C:6]([NH:8][C@H:9]1[CH2:10][C@@H:11]([C:14]([O:16][CH3:20])=[O:15])[CH:12]=[CH:13]1)=[O:7])([CH3:2])([CH3:3])[CH3:4]. Reactant: [C:1]([O:5][C:6]([NH:8][C@@H:9]1[CH2:13][CH2:12][C@:11](C(C)C)([C:14]([OH:16])=[O:15])[CH2:10]1)=[O:7])([CH3:4])([CH3:3])[CH3:2].[CH2:20](N(CC)CC)C.F[P-](F)(F)(F)(F)F.N1(O[P+](N(C)C)(N(C)C)N(C)C)C2C=CC=CC=2N=N1. (5) Reactant: [Cl:1][C:2]1[CH:7]=[CH:6][C:5]([C:8]2[N:9]=[C:10]3[CH:15]=[CH:14][CH:13]=[CH:12][N:11]3[C:16]=2[CH2:17][N:18]2[CH:23]=[CH:22][C:21](NCC)=[N:20][C:19]2=[O:27])=[CH:4][CH:3]=1.ClC1C=CN(CC2N3C=CC=CC3=NC=2C2C=CC(Cl)=CC=2)C(=O)N=1.[CH3:53][CH2:54][O-:55].[Na+]. Product: [Cl:1][C:2]1[CH:3]=[CH:4][C:5]([C:8]2[N:9]=[C:10]3[CH:15]=[CH:14][CH:13]=[CH:12][N:11]3[C:16]=2[CH2:17][N:18]2[CH:23]=[CH:22][C:21]([O:55][CH2:54][CH3:53])=[N:20][C:19]2=[O:27])=[CH:6][CH:7]=1. The catalyst class is: 14.